Task: Predict the product of the given reaction.. Dataset: Forward reaction prediction with 1.9M reactions from USPTO patents (1976-2016) Given the reactants [CH2:1]([O:3][C:4](=[O:25])[CH2:5][CH:6]1[O:10][B:9]([OH:11])[C:8]2[CH:12]=[C:13]([O:18]C3CCCCO3)[CH:14]=[C:15]([O:16][CH3:17])[C:7]1=2)[CH3:2].Cl, predict the reaction product. The product is: [CH2:1]([O:3][C:4](=[O:25])[CH2:5][CH:6]1[O:10][B:9]([OH:11])[C:8]2[CH:12]=[C:13]([OH:18])[CH:14]=[C:15]([O:16][CH3:17])[C:7]1=2)[CH3:2].